Dataset: Cav3 T-type calcium channel HTS with 100,875 compounds. Task: Binary Classification. Given a drug SMILES string, predict its activity (active/inactive) in a high-throughput screening assay against a specified biological target. (1) The compound is Clc1cc(N2C(=O)C(N3CCC(CC3)c3oc4c(n3)cccc4)CC2=O)cc(Cl)c1. The result is 0 (inactive). (2) The molecule is O(c1c(C(=O)NCCC(O)=O)cccc1)CC. The result is 0 (inactive). (3) The drug is FC(F)(F)c1cc([N+]([O-])=O)c(Oc2ccc(/C=C(\c3[nH]c4c(n3)cccc4)C#N)cc2)cc1. The result is 0 (inactive). (4) The drug is S(=O)(=O)(N(C)C)c1cc2nc(n(c2cc1)CC)CSc1oc(nn1)c1cc2OCOc2cc1. The result is 0 (inactive). (5) The molecule is O(C(=O)C1N=C2NC(=C(C3N(c4c(C23C1)cccc4)C)C(OC)=O)C(OC)=O)C. The result is 0 (inactive). (6) The molecule is O1CCN(CC1)Cc1ccc(cc1)c1nn(nn1)CC(=O)NC1CCCCC1. The result is 0 (inactive). (7) The compound is Clc1ccc(C(=O)NCCn2c3c(c(SCC(=O)Nc4noc(c4)C)c2)cccc3)cc1. The result is 1 (active).